Dataset: Forward reaction prediction with 1.9M reactions from USPTO patents (1976-2016). Task: Predict the product of the given reaction. (1) The product is: [C:18]([C@@H:17]([NH:16][C:2]1[C:11]([C:12]([OH:14])=[O:13])=[CH:10][C:9]2[C:4](=[CH:5][CH:6]=[C:7]([Cl:15])[CH:8]=2)[N:3]=1)[CH2:21][C:22]1[CH:23]=[CH:24][C:25]([O:28][C:29]2[CH:38]=[CH:37][C:36]3[C:31](=[CH:32][CH:33]=[C:34]([Cl:39])[CH:35]=3)[N:30]=2)=[CH:26][CH:27]=1)([OH:20])=[O:19]. Given the reactants Cl[C:2]1[C:11]([C:12]([OH:14])=[O:13])=[CH:10][C:9]2[C:4](=[CH:5][CH:6]=[C:7]([Cl:15])[CH:8]=2)[N:3]=1.[NH2:16][C@@H:17]([CH2:21][C:22]1[CH:27]=[CH:26][C:25]([O:28][C:29]2[CH:38]=[CH:37][C:36]3[C:31](=[CH:32][CH:33]=[C:34]([Cl:39])[CH:35]=3)[N:30]=2)=[CH:24][CH:23]=1)[C:18]([OH:20])=[O:19], predict the reaction product. (2) Given the reactants [NH2:1][CH2:2][CH2:3][C:4]#[N:5].N[C:7]1[CH:12]=[CH:11][CH:10]=[CH:9][C:8]=1[SH:13], predict the reaction product. The product is: [S:13]1[C:8]2[CH:9]=[CH:10][CH:11]=[CH:12][C:7]=2[N:5]=[C:4]1[CH2:3][CH2:2][NH2:1]. (3) Given the reactants [NH2:1][CH2:2][CH:3]([C:5]1[CH:10]=[CH:9][CH:8]=[C:7]([Cl:11])[CH:6]=1)[OH:4].C(OC(N[C@H](C(O)=O)CC1C=CC(O)=CC=1)=O)(C)(C)C, predict the reaction product. The product is: [NH2:1][CH2:2][C@@H:3]([C:5]1[CH:10]=[CH:9][CH:8]=[C:7]([Cl:11])[CH:6]=1)[OH:4].